This data is from Peptide-MHC class II binding affinity with 134,281 pairs from IEDB. The task is: Regression. Given a peptide amino acid sequence and an MHC pseudo amino acid sequence, predict their binding affinity value. This is MHC class II binding data. (1) The binding affinity (normalized) is 0.135. The peptide sequence is IAAYTAALVSGTATA. The MHC is DRB1_0301 with pseudo-sequence DRB1_0301. (2) The peptide sequence is GNFERISGDLKTQID. The MHC is DRB1_0802 with pseudo-sequence DRB1_0802. The binding affinity (normalized) is 0.192.